Dataset: Full USPTO retrosynthesis dataset with 1.9M reactions from patents (1976-2016). Task: Predict the reactants needed to synthesize the given product. (1) Given the product [CH:27]1[C:28]2[CH:29]([CH2:31][O:32][C:33]([NH:35][C@@H:36]([CH2:44][S:45][CH2:17][C@H:15]([OH:16])[CH2:14][O:13][CH2:1][CH2:2][CH2:3][CH2:4][CH2:5][CH2:6][CH2:7][CH2:8][CH2:9][CH2:10][CH2:11][CH3:12])[C:37]([O:39][C:40]([CH3:41])([CH3:42])[CH3:43])=[O:38])=[O:34])[C:30]3[C:22](=[CH:21][CH:20]=[CH:19][CH:18]=3)[C:23]=2[CH:24]=[CH:25][CH:26]=1, predict the reactants needed to synthesize it. The reactants are: [CH2:1]([O:13][CH2:14][C@@H:15]1[CH2:17][O:16]1)[CH2:2][CH2:3][CH2:4][CH2:5][CH2:6][CH2:7][CH2:8][CH2:9][CH2:10][CH2:11][CH3:12].[CH:18]1[C:30]2[CH:29]([CH2:31][O:32][C:33]([NH:35][C@@H:36]([CH2:44][SH:45])[C:37]([O:39][C:40]([CH3:43])([CH3:42])[CH3:41])=[O:38])=[O:34])[C:28]3[C:23](=[CH:24][CH:25]=[CH:26][CH:27]=3)[C:22]=2[CH:21]=[CH:20][CH:19]=1.C([O-])([O-])=O.[K+].[K+]. (2) Given the product [Cl:1][C:2]1[CH:6]=[CH:5][N:4]2[C:3]=1[C:16](=[O:18])[CH:9]([C:10]([O:12][CH2:13][CH3:14])=[O:11])[C:8](=[O:15])[NH:7]2, predict the reactants needed to synthesize it. The reactants are: [Cl:1][C:2]1[CH:6]=[CH:5][N:4]([NH:7][C:8](=[O:15])[CH2:9][C:10]([O:12][CH2:13][CH3:14])=[O:11])[C:3]=1[C:16]([O:18]C)=O.CC([O-])(C)C.[K+]. (3) Given the product [CH3:24][N:21]1[CH2:20][CH2:19][CH:18]([C:16]2[S:15][CH:14]=[C:13]([C:11]([N:1]3[C@@H:10]4[C@@H:5]([CH2:6][CH2:7][CH2:8][CH2:9]4)[CH2:4][CH2:3][CH2:2]3)=[O:12])[CH:17]=2)[CH2:23][CH2:22]1, predict the reactants needed to synthesize it. The reactants are: [N:1]1([C:11]([C:13]2[CH:17]=[C:16]([CH:18]3[CH2:23][CH2:22][NH:21][CH2:20][CH2:19]3)[S:15][CH:14]=2)=[O:12])[C@@H:10]2[C@@H:5]([CH2:6][CH2:7][CH2:8][CH2:9]2)[CH2:4][CH2:3][CH2:2]1.[CH2:24]=O. (4) Given the product [NH2:20][C:17]1[CH:16]=[CH:15][CH:14]=[C:13]2[C:18]=1[CH2:19][N:11]([C:8]1[CH:9]=[C:10]3[C:5]([CH:4]=[CH:3][N:2]3[CH3:1])=[CH:6][CH:7]=1)[C:12]2=[O:23], predict the reactants needed to synthesize it. The reactants are: [CH3:1][N:2]1[C:10]2[C:5](=[CH:6][CH:7]=[C:8]([N:11]3[CH2:19][C:18]4[C:13](=[CH:14][CH:15]=[CH:16][C:17]=4[N+:20]([O-])=O)[C:12]3=[O:23])[CH:9]=2)[CH:4]=[CH:3]1.